From a dataset of Reaction yield outcomes from USPTO patents with 853,638 reactions. Predict the reaction yield, written as a fraction of the theoretical maximum amount of product (1.0 means a 100% yield; for example, 0.34 means a 34% yield). (1) The reactants are [CH:1]1([C:6]2([CH2:14][CH2:15][C:16]3[CH:21]=[CH:20][C:19]([O:22]C(=O)C)=[C:18]([CH2:26][CH3:27])[CH:17]=3)[CH2:11][C:10](=[O:12])[CH2:9][C:8](=[O:13])[O:7]2)[CH2:5][CH2:4][CH2:3][CH2:2]1.C(=O)([O-])[O-].[K+].[K+]. The catalyst is CO. The product is [CH:1]1([C:6]2([CH2:14][CH2:15][C:16]3[CH:21]=[CH:20][C:19]([OH:22])=[C:18]([CH2:26][CH3:27])[CH:17]=3)[O:7][C:8](=[O:13])[CH2:9][C:10](=[O:12])[CH2:11]2)[CH2:5][CH2:4][CH2:3][CH2:2]1. The yield is 0.590. (2) The reactants are [F:1][C:2]1(B(O)O)[CH:7]=[CH:6][C:5]([F:8])=[CH:4][CH:3]1[O:9][CH2:10][CH2:11][CH2:12][CH2:13][CH2:14][CH3:15].[OH:19]O.O. The catalyst is C1(C)C=CC=CC=1. The product is [F:1][C:2]1[C:3]([O:9][CH2:10][CH2:11][CH2:12][CH2:13][CH2:14][CH3:15])=[C:4]([OH:19])[C:5]([F:8])=[CH:6][CH:7]=1. The yield is 0.870. (3) The reactants are [CH3:1][O:2][C:3]1[CH:22]=[CH:21][C:6]([O:7][C:8]2[S:9][C:10]([C:13]3[CH:17]=[C:16]([CH:18]([NH2:20])[CH3:19])[O:15][N:14]=3)=[CH:11][N:12]=2)=[CH:5][CH:4]=1.C(N(CC)CC)C.[C:30](OC(=O)C)(=[O:32])[CH3:31]. The catalyst is ClCCl. The product is [CH3:1][O:2][C:3]1[CH:22]=[CH:21][C:6]([O:7][C:8]2[S:9][C:10]([C:13]3[CH:17]=[C:16]([CH:18]([NH:20][C:30](=[O:32])[CH3:31])[CH3:19])[O:15][N:14]=3)=[CH:11][N:12]=2)=[CH:5][CH:4]=1. The yield is 0.950. (4) The reactants are Br[C:2]1[CH2:11][CH2:10][C:9]2[C:4](=[CH:5][CH:6]=[C:7]([O:12][CH3:13])[CH:8]=2)[C:3]=1[O:14]C(=O)C.[CH3:18][O:19][C:20]1[CH:25]=[C:24]([O:26][CH3:27])[CH:23]=[CH:22][C:21]=1B(O)O.[F-].[K+].[OH-].[Na+].Cl. The catalyst is O1CCOCC1.C1C=CC([P]([Pd]([P](C2C=CC=CC=2)(C2C=CC=CC=2)C2C=CC=CC=2)([P](C2C=CC=CC=2)(C2C=CC=CC=2)C2C=CC=CC=2)[P](C2C=CC=CC=2)(C2C=CC=CC=2)C2C=CC=CC=2)(C2C=CC=CC=2)C2C=CC=CC=2)=CC=1. The product is [CH3:18][O:19][C:20]1[CH:25]=[C:24]([O:26][CH3:27])[CH:23]=[CH:22][C:21]=1[CH:2]1[CH2:11][CH2:10][C:9]2[C:4](=[CH:5][CH:6]=[C:7]([O:12][CH3:13])[CH:8]=2)[C:3]1=[O:14]. The yield is 0.710. (5) The reactants are [Cl:1][C:2]1[C:3]([F:31])=[C:4]([CH:8]2[C:12]([C:15]3[CH:20]=[CH:19][C:18]([Cl:21])=[CH:17][C:16]=3[F:22])([C:13]#[N:14])[CH:11]([CH2:23][C:24]([CH3:27])([CH3:26])[CH3:25])[NH:10][CH:9]2[C:28]([OH:30])=O)[CH:5]=[CH:6][CH:7]=1.[C:32]([O:36][C:37]([N:39]1[CH2:44][CH2:43][C:42]([CH2:46][N:47]2[CH:51]=[CH:50][C:49]([NH2:52])=[N:48]2)([OH:45])[CH2:41][CH2:40]1)=[O:38])([CH3:35])([CH3:34])[CH3:33].CN(C(ON1N=NC2C=CC=NC1=2)=[N+](C)C)C.F[P-](F)(F)(F)(F)F.CCN(C(C)C)C(C)C. The catalyst is C(Cl)Cl. The product is [C:32]([O:36][C:37]([N:39]1[CH2:40][CH2:41][C:42]([CH2:46][N:47]2[CH:51]=[CH:50][C:49]([NH:52][C:28]([C@H:9]3[C@H:8]([C:4]4[CH:5]=[CH:6][CH:7]=[C:2]([Cl:1])[C:3]=4[F:31])[C@:12]([C:15]4[CH:20]=[CH:19][C:18]([Cl:21])=[CH:17][C:16]=4[F:22])([C:13]#[N:14])[C@H:11]([CH2:23][C:24]([CH3:26])([CH3:25])[CH3:27])[NH:10]3)=[O:30])=[N:48]2)([OH:45])[CH2:43][CH2:44]1)=[O:38])([CH3:35])([CH3:33])[CH3:34]. The yield is 0.644. (6) The reactants are [C:1]([O:12][CH3:13])(=[O:11])[C:2]1[CH:10]=[CH:9][C:7]([OH:8])=[C:4]([O:5][CH3:6])[CH:3]=1.Br[CH2:15][CH3:16].C([O-])([O-])=O.[K+].[K+]. The catalyst is CN(C=O)C. The product is [CH2:15]([O:8][C:7]1[CH:9]=[CH:10][C:2]([C:1]([O:12][CH3:13])=[O:11])=[CH:3][C:4]=1[O:5][CH3:6])[CH3:16]. The yield is 0.970. (7) The reactants are Br[C:2]1[CH:10]=[CH:9][C:5]([C:6]([NH2:8])=[O:7])=[CH:4][N:3]=1.C[Sn](C)C.C[Sn](C)C.Br[C:20]1[CH:21]=[N:22][N:23]2[CH:28]=[CH:27][C:26]([C:29]([N:31]([C:35]3[CH:40]=[CH:39][C:38]([C:41]#[N:42])=[CH:37][CH:36]=3)[CH:32]3[CH2:34][CH2:33]3)=[O:30])=[CH:25][C:24]=12. The catalyst is COCCOC.C(OCC)(=O)C.C1C=CC([P]([Pd]([P](C2C=CC=CC=2)(C2C=CC=CC=2)C2C=CC=CC=2)([P](C2C=CC=CC=2)(C2C=CC=CC=2)C2C=CC=CC=2)[P](C2C=CC=CC=2)(C2C=CC=CC=2)C2C=CC=CC=2)(C2C=CC=CC=2)C2C=CC=CC=2)=CC=1. The product is [C:6]([C:5]1[CH:9]=[CH:10][C:2]([C:20]2[CH:21]=[N:22][N:23]3[CH:28]=[CH:27][C:26]([C:29]([N:31]([C:35]4[CH:36]=[CH:37][C:38]([C:41]#[N:42])=[CH:39][CH:40]=4)[CH:32]4[CH2:34][CH2:33]4)=[O:30])=[CH:25][C:24]=23)=[N:3][CH:4]=1)(=[O:7])[NH2:8]. The yield is 0.0600. (8) The reactants are [C:1]1([N:7]2[C:12](=[O:13])[C:11]3[S:14][CH:15]=[C:16]([C:17]4[CH:22]=[CH:21][CH:20]=[CH:19][CH:18]=4)[C:10]=3[N:9]=[CH:8]2)[CH:6]=[CH:5][CH:4]=[CH:3][CH:2]=1.N[C:24]1[C:28]([C:29]2C=CC3C(=CC=CC=3)C=2)=CS[C:25]=1C(OC)=O.C(OCC)(OCC)OCC.[Cl:53]C1C=CC(N)=CC=1. The catalyst is C(O)(=O)C. The product is [Cl:53][C:4]1[CH:5]=[CH:6][C:1]([N:7]2[C:12](=[O:13])[C:11]3[S:14][CH:15]=[C:16]([C:17]4[CH:18]=[CH:19][C:20]5[C:21](=[CH:25][CH:24]=[CH:28][CH:29]=5)[CH:22]=4)[C:10]=3[N:9]=[CH:8]2)=[CH:2][CH:3]=1. The yield is 0.920. (9) The reactants are Br[C:2]1[CH:3]=[N:4][NH:5][C:6]=1[CH3:7].[B:8]1([B:8]2[O:12][C:11]([CH3:14])([CH3:13])[C:10]([CH3:16])([CH3:15])[O:9]2)[O:12][C:11]([CH3:14])([CH3:13])[C:10]([CH3:16])([CH3:15])[O:9]1.CC([O-])=O.[K+]. The catalyst is CS(C)=O. The product is [CH3:7][C:6]1[NH:5][N:4]=[CH:3][C:2]=1[B:8]1[O:12][C:11]([CH3:14])([CH3:13])[C:10]([CH3:16])([CH3:15])[O:9]1. The yield is 1.00. (10) The product is [F:20][C:17]1[CH:16]=[CH:15][C:9]2[N:10]([CH:24]=[C:25]([C:26]([O:28][CH2:29][CH3:30])=[O:27])[C:31]([O:33][CH2:34][CH3:35])=[O:32])[C@@H:11]([CH3:14])[CH2:12][O:13][C:8]=2[C:18]=1[F:19]. The catalyst is CN(C=O)C. The reactants are CC(C)([O-])C.[K+].F[C:8]1[C:18]([F:19])=[C:17]([F:20])[CH:16]=[CH:15][C:9]=1[NH:10][C@@H:11]([CH3:14])[CH2:12][OH:13].C(O[CH:24]=[C:25]([C:31]([O:33][CH2:34][CH3:35])=[O:32])[C:26]([O:28][CH2:29][CH3:30])=[O:27])C. The yield is 0.650.